From a dataset of Forward reaction prediction with 1.9M reactions from USPTO patents (1976-2016). Predict the product of the given reaction. (1) The product is: [N:16]1[CH:17]=[CH:18][CH:19]=[CH:20][C:15]=1[C:12]1[CH:13]=[CH:14][C:9]([C:7]2[NH:6][C:5]3[CH:21]=[CH:22][C:2]([NH:1][C:23](=[O:30])[C:24]4[CH:29]=[CH:28][CH:27]=[CH:26][CH:25]=4)=[CH:3][C:4]=3[N:8]=2)=[CH:10][CH:11]=1. Given the reactants [NH2:1][C:2]1[CH:22]=[CH:21][C:5]2[NH:6][C:7]([C:9]3[CH:14]=[CH:13][C:12]([C:15]4[CH:20]=[CH:19][CH:18]=[CH:17][N:16]=4)=[CH:11][CH:10]=3)=[N:8][C:4]=2[CH:3]=1.[C:23]([O-])(=[O:30])[C:24]1[CH:29]=[CH:28][CH:27]=[CH:26][CH:25]=1, predict the reaction product. (2) Given the reactants [Cu][C:2]#[N:3].I[C:5]1[CH:10]=[C:9]([C:11]([N:13]2[CH2:17][CH2:16][CH:15]([C:18]3[CH:19]=[N:20][CH:21]=[CH:22][CH:23]=3)[CH2:14]2)=[O:12])[CH:8]=[CH:7][C:6]=1[C:24]1[CH:29]=[C:28]([C:30]([F:33])([F:32])[F:31])[CH:27]=[C:26]([C:34]([F:37])([F:36])[F:35])[CH:25]=1, predict the reaction product. The product is: [N:20]1[CH:21]=[CH:22][CH:23]=[C:18]([CH:15]2[CH2:16][CH2:17][N:13]([C:11]([C:9]3[CH:10]=[C:5]([C:2]#[N:3])[C:6]([C:24]4[CH:25]=[C:26]([C:34]([F:35])([F:36])[F:37])[CH:27]=[C:28]([C:30]([F:33])([F:31])[F:32])[CH:29]=4)=[CH:7][CH:8]=3)=[O:12])[CH2:14]2)[CH:19]=1. (3) Given the reactants CN(C(ON1N=NC2C=CC=NC1=2)=[N+](C)C)C.F[P-](F)(F)(F)(F)F.Cl.Cl.C(=O)C.[N:30]([CH2:33][C:34]([C:36]1[CH:37]=[CH:38][C:39]2[N:43]=[C:42]([C@@H:44]3[CH2:48][CH2:47][CH2:46][NH:45]3)[NH:41][C:40]=2[CH:49]=1)=[O:35])=[N+:31]=[N-:32].Cl.[CH3:51][N:52]([CH3:63])[C@H:53]([C:57]1[CH:62]=[CH:61][CH:60]=[CH:59][CH:58]=1)[C:54](O)=[O:55].CCN(C(C)C)C(C)C, predict the reaction product. The product is: [N:30]([CH2:33][C:34]([C:36]1[CH:37]=[CH:38][C:39]2[N:43]=[C:42]([C@@H:44]3[CH2:48][CH2:47][CH2:46][N:45]3[C:54](=[O:55])[C@H:53]([N:52]([CH3:51])[CH3:63])[C:57]3[CH:62]=[CH:61][CH:60]=[CH:59][CH:58]=3)[NH:41][C:40]=2[CH:49]=1)=[O:35])=[N+:31]=[N-:32]. (4) Given the reactants [Cl:1][C:2]1[CH:7]=[CH:6][C:5]([CH2:8][NH:9][C:10](=[O:25])[C:11]2[C:16]([CH3:17])=[CH:15][C:14]([N:18]3[CH2:23][CH2:22][O:21][CH2:20][CH2:19]3)=[CH:13][C:12]=2[OH:24])=[CH:4][CH:3]=1.C(=O)([O-])[O-].[K+].[K+].[CH2:32](I)[CH3:33], predict the reaction product. The product is: [Cl:1][C:2]1[CH:7]=[CH:6][C:5]([CH2:8][NH:9][C:10](=[O:25])[C:11]2[C:16]([CH3:17])=[CH:15][C:14]([N:18]3[CH2:19][CH2:20][O:21][CH2:22][CH2:23]3)=[CH:13][C:12]=2[O:24][CH2:32][CH3:33])=[CH:4][CH:3]=1.